From a dataset of Reaction yield outcomes from USPTO patents with 853,638 reactions. Predict the reaction yield, written as a fraction of the theoretical maximum amount of product (1.0 means a 100% yield; for example, 0.34 means a 34% yield). (1) The product is [CH2:1]([N:3]1[CH:7]=[C:6]([C:8]2[CH:9]=[C:10]([NH:11][C:22]([NH:21][C:24]3[CH:25]=[C:26]([CH3:30])[CH:27]=[CH:28][CH:29]=3)=[O:23])[CH:12]=[CH:13][CH:14]=2)[C:5]([C:15]2[CH:16]=[CH:17][N:18]=[CH:19][CH:20]=2)=[N:4]1)[CH3:2]. The catalyst is C(Cl)Cl. The yield is 0.690. The reactants are [CH2:1]([N:3]1[CH:7]=[C:6]([C:8]2[CH:9]=[C:10]([CH:12]=[CH:13][CH:14]=2)[NH2:11])[C:5]([C:15]2[CH:20]=[CH:19][N:18]=[CH:17][CH:16]=2)=[N:4]1)[CH3:2].[N:21]([C:24]1[CH:29]=[CH:28][CH:27]=[C:26]([CH3:30])[CH:25]=1)=[C:22]=[O:23]. (2) The reactants are [Cl-].O[NH3+:3].[C:4](=[O:7])([O-])[OH:5].[Na+].CS(C)=O.[F:13][C:14]1[CH:15]=[C:16]([C:40]2[C:41]([C:46]#[N:47])=[CH:42][CH:43]=[CH:44][CH:45]=2)[CH:17]=[CH:18][C:19]=1[CH2:20][C:21]1[C:22](=[O:39])[N:23]([CH:34]([CH3:38])[CH2:35][O:36][CH3:37])[C:24]2[N:25]([N:30]=[C:31]([CH3:33])[N:32]=2)[C:26]=1[CH2:27][CH2:28][CH3:29]. The catalyst is C(OCC)(=O)C. The product is [F:13][C:14]1[CH:15]=[C:16]([C:40]2[CH:45]=[CH:44][CH:43]=[CH:42][C:41]=2[C:46]2[NH:3][C:4](=[O:7])[O:5][N:47]=2)[CH:17]=[CH:18][C:19]=1[CH2:20][C:21]1[C:22](=[O:39])[N:23]([CH:34]([CH3:38])[CH2:35][O:36][CH3:37])[C:24]2[N:25]([N:30]=[C:31]([CH3:33])[N:32]=2)[C:26]=1[CH2:27][CH2:28][CH3:29]. The yield is 0.490. (3) The reactants are [C:1]([O:7][C:8]([CH3:11])([CH3:10])[CH3:9])(=[O:6])[CH2:2][C:3]([CH3:5])=O.[F:12][C:13]1[CH:20]=[CH:19][C:16]([CH:17]=O)=[CH:15][CH:14]=1.[NH4+:21].[OH-:22]. The catalyst is CCO.C(Cl)Cl. The product is [F:12][C:13]1[CH:20]=[CH:19][C:16]([CH:17]2[C:2]([C:1]([O:7][C:8]([CH3:11])([CH3:10])[CH3:9])=[O:6])=[C:3]([CH3:5])[NH:21][C:3]([CH3:5])=[C:2]2[C:1]([O:7][C:8]([CH3:11])([CH3:10])[CH3:9])=[O:22])=[CH:15][CH:14]=1. The yield is 0.380. (4) The reactants are Br[C:2]1[S:3][CH:4]=[C:5]([C:7]([O:9][CH2:10][CH3:11])=[O:8])[CH:6]=1.[C:12]([C:16]1[CH:17]=[C:18](B(O)O)[CH:19]=[CH:20][C:21]=1[O:22][CH3:23])([CH3:15])([CH3:14])[CH3:13].C(=O)([O-])[O-].[Na+].[Na+]. The catalyst is C1(C)C=CC=CC=1. The product is [C:12]([C:16]1[CH:17]=[C:18]([C:2]2[S:3][CH:4]=[C:5]([C:7]([O:9][CH2:10][CH3:11])=[O:8])[CH:6]=2)[CH:19]=[CH:20][C:21]=1[O:22][CH3:23])([CH3:15])([CH3:13])[CH3:14]. The yield is 0.690. (5) The reactants are [C:1]([O:5][C:6]([NH:8][C:9]1[CH:10]=[C:11]([CH:15]=[CH:16][CH:17]=1)[C:12]([OH:14])=O)=[O:7])([CH3:4])([CH3:3])[CH3:2].CCN=C=NCCCN(C)C.C1C=CC2N(O)N=NC=2C=1.CCN(CC)CC.[NH2:46][CH2:47][CH:48]([OH:60])[CH2:49][N:50]1[CH2:59][CH2:58][C:57]2[C:52](=[CH:53][CH:54]=[CH:55][CH:56]=2)[CH2:51]1. The catalyst is C(Cl)Cl. The product is [C:1]([O:5][C:6](=[O:7])[NH:8][C:9]1[CH:17]=[CH:16][CH:15]=[C:11]([C:12](=[O:14])[NH:46][CH2:47][CH:48]([OH:60])[CH2:49][N:50]2[CH2:59][CH2:58][C:57]3[C:52](=[CH:53][CH:54]=[CH:55][CH:56]=3)[CH2:51]2)[CH:10]=1)([CH3:2])([CH3:3])[CH3:4]. The yield is 0.710.